This data is from Forward reaction prediction with 1.9M reactions from USPTO patents (1976-2016). The task is: Predict the product of the given reaction. (1) Given the reactants Cl.CN(C)CCCN=C=NCC.O.ON1C2C=CC=CC=2N=N1.[Cl:24][C:25]1[CH:26]=[C:27]2[C:31](=[CH:32][CH:33]=1)[N:30]([CH2:34][C:35]1[CH:40]=[CH:39][CH:38]=[C:37]([CH3:41])[CH:36]=1)[C:29]([C:42](O)=[O:43])=[CH:28]2.[NH2:45][CH2:46][C:47]([CH3:51])([CH3:50])[CH2:48][OH:49], predict the reaction product. The product is: [OH:49][CH2:48][C:47]([CH3:51])([CH3:50])[CH2:46][NH:45][C:42]([C:29]1[N:30]([CH2:34][C:35]2[CH:40]=[CH:39][CH:38]=[C:37]([CH3:41])[CH:36]=2)[C:31]2[C:27]([CH:28]=1)=[CH:26][C:25]([Cl:24])=[CH:33][CH:32]=2)=[O:43]. (2) Given the reactants Cl[C:2]1[CH:7]=[C:6]([CH2:8][OH:9])[CH:5]=[CH:4][N:3]=1.[CH3:10][NH2:11], predict the reaction product. The product is: [OH:9][CH2:8][C:6]1[CH:5]=[CH:4][N:3]=[C:2]([NH:11][CH3:10])[CH:7]=1.